From a dataset of Peptide-MHC class II binding affinity with 134,281 pairs from IEDB. Regression. Given a peptide amino acid sequence and an MHC pseudo amino acid sequence, predict their binding affinity value. This is MHC class II binding data. (1) The binding affinity (normalized) is 0.106. The MHC is DRB4_0101 with pseudo-sequence DRB4_0103. The peptide sequence is AFNVENGNATPQLTK. (2) The peptide sequence is GETVKCRAPGGAKKP. The MHC is DRB1_0701 with pseudo-sequence DRB1_0701. The binding affinity (normalized) is 0.275. (3) The peptide sequence is YDKFLADVSTVLTGK. The MHC is DRB1_0401 with pseudo-sequence DRB1_0401. The binding affinity (normalized) is 0.560. (4) The peptide sequence is HYLALLVKYAAGDGN. The MHC is DRB4_0101 with pseudo-sequence DRB4_0103. The binding affinity (normalized) is 0.160.